The task is: Predict the product of the given reaction.. This data is from Forward reaction prediction with 1.9M reactions from USPTO patents (1976-2016). (1) Given the reactants [C:1]([O:5][C:6]([N:8]1[CH2:15][C:14](=[O:16])[CH2:13][C@H:9]1[C:10]([OH:12])=O)=[O:7])([CH3:4])([CH3:3])[CH3:2].C1C=CC2N(O)N=NC=2C=1.C(Cl)CCl.Cl.[F:32][C:33]1([F:38])[CH2:37][CH2:36][NH:35][CH2:34]1.C(=O)(O)[O-].[Na+], predict the reaction product. The product is: [C:1]([O:5][C:6]([N:8]1[CH2:15][C:14](=[O:16])[CH2:13][C@H:9]1[C:10]([N:35]1[CH2:36][CH2:37][C:33]([F:38])([F:32])[CH2:34]1)=[O:12])=[O:7])([CH3:2])([CH3:3])[CH3:4]. (2) Given the reactants Cl[C:2]1[CH:3]=[C:4]([NH:12][C:13]2[CH:18]=[CH:17][C:16]([N:19]3[CH2:24][CH2:23][N:22]([CH:25]4[CH2:28][O:27][CH2:26]4)[CH2:21][CH2:20]3)=[CH:15][N:14]=2)[C:5]2[N:9]=[CH:8][N:7]([CH3:10])[C:6]=2[CH:11]=1.C([O:32][CH2:33][C:34]1[C:39](B2OC(C)(C)C(C)(C)O2)=[CH:38][C:37]([F:49])=[CH:36][C:35]=1[N:50]1[CH2:62][CH2:61][N:53]2[C:54]3[CH2:55][CH2:56][CH2:57][CH2:58][C:59]=3[CH:60]=[C:52]2[C:51]1=[O:63])(=O)C.C(=O)([O-])[O-].[K+].[K+].C1(P(C2CCCCC2)C2CCCCC2)CCCCC1, predict the reaction product. The product is: [F:49][C:37]1[CH:38]=[C:39]([C:2]2[CH:3]=[C:4]([NH:12][C:13]3[CH:18]=[CH:17][C:16]([N:19]4[CH2:20][CH2:21][N:22]([CH:25]5[CH2:26][O:27][CH2:28]5)[CH2:23][CH2:24]4)=[CH:15][N:14]=3)[C:5]3[N:9]=[CH:8][N:7]([CH3:10])[C:6]=3[CH:11]=2)[C:34]([CH2:33][OH:32])=[C:35]([N:50]2[CH2:62][CH2:61][N:53]3[C:54]4[CH2:55][CH2:56][CH2:57][CH2:58][C:59]=4[CH:60]=[C:52]3[C:51]2=[O:63])[CH:36]=1.